From a dataset of Catalyst prediction with 721,799 reactions and 888 catalyst types from USPTO. Predict which catalyst facilitates the given reaction. Reactant: [F:1][C:2]([F:16])([F:15])[C:3]1[CH:4]=[C:5]([NH:9][CH2:10][CH2:11][C:12]([OH:14])=O)[CH:6]=[CH:7][CH:8]=1.[NH2:17][C:18](N)=[O:19].O. Product: [F:15][C:2]([F:1])([F:16])[C:3]1[CH:4]=[C:5]([N:9]2[CH2:10][CH2:11][C:12](=[O:14])[NH:17][C:18]2=[O:19])[CH:6]=[CH:7][CH:8]=1. The catalyst class is: 15.